Dataset: HIV replication inhibition screening data with 41,000+ compounds from the AIDS Antiviral Screen. Task: Binary Classification. Given a drug SMILES string, predict its activity (active/inactive) in a high-throughput screening assay against a specified biological target. The result is 0 (inactive). The compound is CCCCNC(=S)NC=C1C(=O)C=C(C)OC1=O.